Dataset: Catalyst prediction with 721,799 reactions and 888 catalyst types from USPTO. Task: Predict which catalyst facilitates the given reaction. (1) Reactant: [CH2:1]([O:8][C:9]1[CH:18]=[C:17]2[C:12]([C:13](O)=[C:14]([C:19]#[N:20])[CH:15]=[N:16]2)=[CH:11][C:10]=1[O:22][CH3:23])[C:2]1[CH:7]=[CH:6][CH:5]=[CH:4][CH:3]=1.C(Cl)(=O)C([Cl:27])=O. Product: [CH2:1]([O:8][C:9]1[CH:18]=[C:17]2[C:12]([C:13]([Cl:27])=[C:14]([C:19]#[N:20])[CH:15]=[N:16]2)=[CH:11][C:10]=1[O:22][CH3:23])[C:2]1[CH:7]=[CH:6][CH:5]=[CH:4][CH:3]=1. The catalyst class is: 2. (2) Reactant: [Li+].[BH4-].[Si](Cl)(C)(C)C.[C:8]([O:12][C:13]([NH:15][C@@H:16]([CH2:20][C:21]1[CH:26]=[CH:25][CH:24]=[C:23]([C:27]([F:30])([F:29])[F:28])[CH:22]=1)[C:17](O)=[O:18])=[O:14])([CH3:11])([CH3:10])[CH3:9].[OH-].[Na+]. Product: [OH:18][CH2:17][C@@H:16]([NH:15][C:13](=[O:14])[O:12][C:8]([CH3:10])([CH3:9])[CH3:11])[CH2:20][C:21]1[CH:26]=[CH:25][CH:24]=[C:23]([C:27]([F:30])([F:29])[F:28])[CH:22]=1. The catalyst class is: 36. (3) Reactant: [C:1]([C:3]1[CH:17]=[CH:16][C:6]([C:7]([NH:9][CH:10]2[CH2:15][CH2:14][CH2:13][CH2:12][CH2:11]2)=[O:8])=[C:5]([F:18])[CH:4]=1)#[N:2]. Product: [NH2:2][CH2:1][C:3]1[CH:17]=[CH:16][C:6]([C:7]([NH:9][CH:10]2[CH2:15][CH2:14][CH2:13][CH2:12][CH2:11]2)=[O:8])=[C:5]([F:18])[CH:4]=1. The catalyst class is: 834. (4) Reactant: [CH2:1]([O:8][C:9]1[C:10](=[O:17])[CH:11]=[C:12]([CH:15]=[O:16])[O:13][CH:14]=1)[C:2]1[CH:7]=[CH:6][CH:5]=[CH:4][CH:3]=1.C[Si](C)(C)[C:20]([F:23])([F:22])[F:21].[F-].[Cs+].C(OCC)(=O)C. The catalyst class is: 7. Product: [CH2:1]([O:8][C:9]1[C:10](=[O:17])[CH:11]=[C:12]([CH:15]([OH:16])[C:20]([F:23])([F:22])[F:21])[O:13][CH:14]=1)[C:2]1[CH:3]=[CH:4][CH:5]=[CH:6][CH:7]=1. (5) Reactant: C(C1CN([O:14][CH2:15][C:16]2[CH:39]=[CH:38][C:19]([O:20][CH2:21][C:22]3[N:23]=[C:24]([C:28]4[CH:29]=[C:30]([CH:35]=[CH:36][CH:37]=4)[C:31]([O:33][CH3:34])=[O:32])[O:25][C:26]=3[CH3:27])=[C:18]([O:40][CH3:41])[CH:17]=2)N(C2C=CC=CC=2)C=1)=O.[CH2:42]([P:51](=[O:58])([O:55][CH2:56][CH3:57])[O:52][CH2:53][CH3:54])P(=O)(OCC)OCC.[CH3:59][N:60]([CH3:63])C=O.[H-].[Na+]. Product: [CH2:56]([O:55][P:51](/[CH:42]=[CH:27]\[C:26]1[C:22]([O:14][CH2:15][C:16]2[CH:39]=[CH:38][C:19]([O:20][CH2:21][C:22]3[N:23]=[C:24]([C:28]4[CH:29]=[C:30]([CH:35]=[CH:36][CH:37]=4)[C:31]([O:33][CH3:34])=[O:32])[O:25][C:26]=3[CH3:27])=[C:18]([O:40][CH3:41])[CH:17]=2)=[N:23][N:60]([C:63]2[CH:38]=[CH:39][CH:16]=[CH:17][CH:18]=2)[CH:59]=1)([O:52][CH2:53][CH3:54])=[O:58])[CH3:57]. The catalyst class is: 6. (6) Reactant: [C:1]([O:5][C:6]([N:8]1[C:12]2=[CH:13][N:14]=[C:15]([O:17]C)[CH:16]=[C:11]2[C:10]([CH3:20])([CH3:19])[C:9]1=[O:21])=[O:7])([CH3:4])([CH3:3])[CH3:2].Br[CH2:23][C:24]([CH3:26])=[CH2:25].Cl. Product: [C:1]([O:5][C:6]([N:8]1[C:12]2=[CH:13][N:14]([CH2:25][C:24]([CH3:26])=[CH2:23])[C:15](=[O:17])[CH:16]=[C:11]2[C:10]([CH3:20])([CH3:19])[C:9]1=[O:21])=[O:7])([CH3:3])([CH3:2])[CH3:4]. The catalyst class is: 25. (7) Product: [OH:32][CH2:31][C:8]1[N:1]2[CH:2]=[C:3]([CH2:10][N:11]3[C:15]4=[N:16][C:17]([C:20]5[CH:24]=[N:23][N:22]([CH2:26][CH2:27][OH:33])[CH:21]=5)=[CH:18][N:19]=[C:14]4[N:13]=[N:12]3)[CH:9]=[CH:4][C:5]2=[N:6][CH:7]=1. The catalyst class is: 15. Reactant: [NH:1]1[C:5]2=[N:6][CH:7]=[CH:8][CH:9]=[C:4]2[C:3]([CH2:10][N:11]2[C:15]3=[N:16][C:17]([C:20]4[CH:21]=[N:22][N:23](C)[CH:24]=4)=[CH:18][N:19]=[C:14]3[N:13]=[N:12]2)=[CH:2]1.[C:26]([O-])(=O)[CH3:27].[Na+].[CH2:31]=[O:32].[OH-:33].[Na+].